From a dataset of Catalyst prediction with 721,799 reactions and 888 catalyst types from USPTO. Predict which catalyst facilitates the given reaction. Reactant: [C:1]([N:8]1[CH2:13][CH2:12][CH2:11][CH2:10][C:9]1=O)([O:3][C:4]([CH3:7])([CH3:6])[CH3:5])=[O:2].[CH:15]1([NH2:21])[CH2:20][CH2:19][CH2:18][CH2:17][CH2:16]1.C(O[BH-](OC(=O)C)OC(=O)C)(=O)C.[Na+].CO. Product: [CH:15]1([NH:21][CH:11]2[CH2:12][CH2:13][N:8]([C:1]([O:3][C:4]([CH3:7])([CH3:6])[CH3:5])=[O:2])[CH2:9][CH2:10]2)[CH2:20][CH2:19][CH2:18][CH2:17][CH2:16]1. The catalyst class is: 4.